Dataset: Peptide-MHC class I binding affinity with 185,985 pairs from IEDB/IMGT. Task: Regression. Given a peptide amino acid sequence and an MHC pseudo amino acid sequence, predict their binding affinity value. This is MHC class I binding data. (1) The peptide sequence is WIMLLQFAY. The MHC is HLA-A68:01 with pseudo-sequence HLA-A68:01. The binding affinity (normalized) is 0.0718. (2) The peptide sequence is QMRDVLGTF. The MHC is HLA-B08:01 with pseudo-sequence HLA-B08:01. The binding affinity (normalized) is 0.0542.